Task: Predict the reaction yield, written as a fraction of the theoretical maximum amount of product (1.0 means a 100% yield; for example, 0.34 means a 34% yield).. Dataset: Reaction yield outcomes from USPTO patents with 853,638 reactions (1) The reactants are [Cl-].O[NH3+:3].[C:4](=[O:7])([O-])[OH:5].[Na+].CS(C)=O.[CH3:13][C:14]1([CH3:50])[CH2:19][CH:18]([N:20]2[C:25](=[O:26])[C:24]([CH2:27][C:28]3[CH:33]=[CH:32][C:31]([C:34]4[C:35]([C:40]#[N:41])=[CH:36][CH:37]=[CH:38][CH:39]=4)=[CH:30][C:29]=3[F:42])=[C:23]([CH2:43][CH2:44][CH3:45])[N:22]3[N:46]=[C:47]([CH3:49])[N:48]=[C:21]23)[CH2:17][CH2:16][O:15]1. The catalyst is C(OCC)(=O)C. The product is [CH3:50][C:14]1([CH3:13])[CH2:19][CH:18]([N:20]2[C:25](=[O:26])[C:24]([CH2:27][C:28]3[CH:33]=[CH:32][C:31]([C:34]4[CH:39]=[CH:38][CH:37]=[CH:36][C:35]=4[C:40]4[NH:3][C:4](=[O:7])[O:5][N:41]=4)=[CH:30][C:29]=3[F:42])=[C:23]([CH2:43][CH2:44][CH3:45])[N:22]3[N:46]=[C:47]([CH3:49])[N:48]=[C:21]23)[CH2:17][CH2:16][O:15]1. The yield is 0.620. (2) The reactants are Cl[C:2]1[CH:7]=[C:6]([C:8]2[N:12]3[CH:13]=[C:14]([F:17])[CH:15]=[CH:16][C:11]3=[N:10][C:9]=2[C:18]([F:21])([F:20])[F:19])[N:5]=[C:4]([NH:22][C:23]2[CH:28]=[CH:27][C:26]([C:29]([F:32])([F:31])[F:30])=[CH:25][CH:24]=2)[N:3]=1.[NH4+:33].[OH-]. The catalyst is C(#N)C. The product is [F:17][C:14]1[CH:15]=[CH:16][C:11]2[N:12]([C:8]([C:6]3[N:5]=[C:4]([NH:22][C:23]4[CH:28]=[CH:27][C:26]([C:29]([F:32])([F:31])[F:30])=[CH:25][CH:24]=4)[N:3]=[C:2]([NH2:33])[CH:7]=3)=[C:9]([C:18]([F:21])([F:20])[F:19])[N:10]=2)[CH:13]=1. The yield is 0.510. (3) The reactants are [CH2:1]([N:3]([CH2:6][C:7]1[CH:24]=[CH:23][C:10](/[CH:11]=[N:12]/[C:13]2[CH:21]=[CH:20][CH:19]=[C:18]3[C:14]=2[CH2:15][O:16][C:17]3=[O:22])=[CH:9][CH:8]=1)[CH2:4][CH3:5])[CH3:2].[Cl:25][C:26]1[CH:33]=[CH:32][C:29]([CH:30]=O)=[CH:28][CH:27]=1.[O-:34][CH2:35][CH3:36].[Na+].C(O)C. The catalyst is C(OCC)(=O)CC. The product is [Cl:25][C:26]1[CH:33]=[CH:32][C:29]([CH:30]2[C:35](=[O:34])[C:36]3[C:18]([C:17]([O:16][CH2:15][CH3:14])=[O:22])=[CH:19][CH:20]=[CH:21][C:13]=3[NH:12][CH:11]2[C:10]2[CH:23]=[CH:24][C:7]([CH2:6][N:3]([CH2:4][CH3:5])[CH2:1][CH3:2])=[CH:8][CH:9]=2)=[CH:28][CH:27]=1. The yield is 0.350. (4) The reactants are [Cl:1][C:2]1[C:3]([CH3:26])=[N:4][O:5][C:6]=1[N:7]([CH2:20][O:21][CH2:22][CH2:23][O:24][CH3:25])[S:8]([C:11]1[C:19]2[C:14](=[N:15][CH:16]=[CH:17][CH:18]=2)[S:13][CH:12]=1)(=[O:10])=[O:9].[Li]C(C)(C)C.[CH3:32][C:33]1[CH:40]=[C:39]2[O:41][CH2:42][O:43][C:38]2=[CH:37][C:34]=1[CH:35]=[O:36]. The catalyst is C1COCC1. The product is [Cl:1][C:2]1[C:3]([CH3:26])=[N:4][O:5][C:6]=1[N:7]([CH2:20][O:21][CH2:22][CH2:23][O:24][CH3:25])[S:8]([C:11]1[C:19]2[C:14](=[N:15][CH:16]=[CH:17][CH:18]=2)[S:13][C:12]=1[CH:35]([OH:36])[C:34]1[CH:37]=[C:38]2[O:43][CH2:42][O:41][C:39]2=[CH:40][C:33]=1[CH3:32])(=[O:9])=[O:10]. The yield is 0.380. (5) The reactants are C(O[C:6](=O)[N:7]([C@H:9]1[C@H:13]([C:14]2[CH:19]=[CH:18][C:17]([Cl:20])=[C:16]([Cl:21])[CH:15]=2)[CH2:12][N:11]([C:22](=[O:31])[C:23]2[CH:28]=[CH:27][C:26]([C:29]#[N:30])=[CH:25][CH:24]=2)[CH2:10]1)C)(C)(C)C.C(O)(C(F)(F)F)=O. The catalyst is C(Cl)Cl. The product is [Cl:21][C:16]1[CH:15]=[C:14]([C@H:13]2[C@H:9]([NH:7][CH3:6])[CH2:10][N:11]([C:22]([C:23]3[CH:24]=[CH:25][C:26]([C:29]#[N:30])=[CH:27][CH:28]=3)=[O:31])[CH2:12]2)[CH:19]=[CH:18][C:17]=1[Cl:20]. The yield is 0.850. (6) The reactants are [OH:1][CH:2]1[CH2:6][CH2:5][N:4]([C:7]([O:9][C:10]([CH3:13])([CH3:12])[CH3:11])=[O:8])[CH2:3]1.C(N(CC)CC)C.[S:21](Cl)([CH3:24])(=[O:23])=[O:22].O. The catalyst is C(Cl)Cl. The product is [CH3:24][S:21]([O:1][CH:2]1[CH2:6][CH2:5][N:4]([C:7]([O:9][C:10]([CH3:13])([CH3:12])[CH3:11])=[O:8])[CH2:3]1)(=[O:23])=[O:22]. The yield is 0.770. (7) The reactants are [CH2:1]([O:8][C:9]1[CH:14]=[C:13]([O:15][CH2:16][C:17]2[CH:22]=[CH:21][CH:20]=[CH:19][CH:18]=2)[C:12]([F:23])=[CH:11][C:10]=1[CH:24]1[CH2:29][CH2:28][NH:27][CH2:26][CH2:25]1)[C:2]1[CH:7]=[CH:6][CH:5]=[CH:4][CH:3]=1.C[N:31]([CH3:34])[CH2:32][CH3:33].[OH2:35]. The catalyst is O1CCCC1. The product is [C:32]1([NH:31][C:34]([N:27]2[CH2:26][CH2:25][CH:24]([C:10]3[CH:11]=[C:12]([F:23])[C:13]([O:15][CH2:16][C:17]4[CH:18]=[CH:19][CH:20]=[CH:21][CH:22]=4)=[CH:14][C:9]=3[O:8][CH2:1][C:2]3[CH:7]=[CH:6][CH:5]=[CH:4][CH:3]=3)[CH2:29][CH2:28]2)=[O:35])[CH:4]=[CH:3][CH:2]=[CH:1][CH:33]=1. The yield is 0.890. (8) The reactants are [NH2:1][C:2]1[N:10]=[CH:9][N:8]=[C:7]2[C:3]=1[N:4]=[CH:5][N:6]2[C@H:11]1[C@@H:15]2[O:16][C:17]([CH3:20])([CH3:19])[O:18][C@@H:14]2[C@@H:13]([CH2:21][N:22]([CH:27]([CH3:29])[CH3:28])[CH2:23][CH2:24][CH2:25][NH2:26])[O:12]1.[Cl:30][C:31]1[CH:36]=[CH:35][C:34]([N:37]=[C:38]=[O:39])=[CH:33][C:32]=1[C:40]([F:43])([F:42])[F:41]. The catalyst is C(Cl)Cl. The product is [NH2:1][C:2]1[N:10]=[CH:9][N:8]=[C:7]2[C:3]=1[N:4]=[CH:5][N:6]2[C@H:11]1[C@@H:15]2[O:16][C:17]([CH3:19])([CH3:20])[O:18][C@@H:14]2[C@@H:13]([CH2:21][N:22]([CH:27]([CH3:29])[CH3:28])[CH2:23][CH2:24][CH2:25][NH:26][C:38]([NH:37][C:34]2[CH:35]=[CH:36][C:31]([Cl:30])=[C:32]([C:40]([F:42])([F:41])[F:43])[CH:33]=2)=[O:39])[O:12]1. The yield is 0.750. (9) The reactants are [Br:1][C:2]1[N:7]=[C:6]2[S:8][C:9]([N:11]=[C:12](SC)SC)=[N:10][C:5]2=[N:4][CH:3]=1.Cl.Cl.[NH2:19][CH2:20][C@@:21]1([OH:29])[CH:26]2[CH2:27][CH2:28][N:23]([CH2:24][CH2:25]2)[CH2:22]1.C(=O)([O-])[O-].[Cs+].[Cs+]. The catalyst is C(#N)C.O. The product is [Br:1][C:2]1[N:7]=[C:6]2[S:8][C:9]([NH:11][C:12]3[O:29][C@:21]4([CH2:20][N:19]=3)[CH:26]3[CH2:27][CH2:28][N:23]([CH2:24][CH2:25]3)[CH2:22]4)=[N:10][C:5]2=[N:4][CH:3]=1. The yield is 0.570. (10) The reactants are [CH3:1][C:2]1[CH:3]=[C:4]([CH:7]=[CH:8][C:9]=1[N:10]1[C:14]2[NH:15][CH:16]=[CH:17][C:18](=O)[C:13]=2[C:12]([C:20]([F:23])([F:22])[F:21])=[N:11]1)[C:5]#[N:6].S(Cl)([Cl:26])=O.CN(C=O)C.O. The catalyst is C(Cl)(Cl)Cl. The product is [Cl:26][C:18]1[CH:17]=[CH:16][N:15]=[C:14]2[N:10]([C:9]3[CH:8]=[CH:7][C:4]([C:5]#[N:6])=[CH:3][C:2]=3[CH3:1])[N:11]=[C:12]([C:20]([F:23])([F:22])[F:21])[C:13]=12. The yield is 0.710.